From a dataset of NCI-60 drug combinations with 297,098 pairs across 59 cell lines. Regression. Given two drug SMILES strings and cell line genomic features, predict the synergy score measuring deviation from expected non-interaction effect. (1) Drug 1: CCCS(=O)(=O)NC1=C(C(=C(C=C1)F)C(=O)C2=CNC3=C2C=C(C=N3)C4=CC=C(C=C4)Cl)F. Drug 2: C(CCl)NC(=O)N(CCCl)N=O. Cell line: SN12C. Synergy scores: CSS=0.0650, Synergy_ZIP=-0.465, Synergy_Bliss=-3.01, Synergy_Loewe=-5.24, Synergy_HSA=-5.01. (2) Drug 1: C1=CC(=CC=C1CC(C(=O)O)N)N(CCCl)CCCl.Cl. Drug 2: C#CCC(CC1=CN=C2C(=N1)C(=NC(=N2)N)N)C3=CC=C(C=C3)C(=O)NC(CCC(=O)O)C(=O)O. Cell line: RPMI-8226. Synergy scores: CSS=25.5, Synergy_ZIP=-6.51, Synergy_Bliss=-0.803, Synergy_Loewe=-3.01, Synergy_HSA=-4.75. (3) Drug 1: CCCCCOC(=O)NC1=NC(=O)N(C=C1F)C2C(C(C(O2)C)O)O. Drug 2: CC1=C(N=C(N=C1N)C(CC(=O)N)NCC(C(=O)N)N)C(=O)NC(C(C2=CN=CN2)OC3C(C(C(C(O3)CO)O)O)OC4C(C(C(C(O4)CO)O)OC(=O)N)O)C(=O)NC(C)C(C(C)C(=O)NC(C(C)O)C(=O)NCCC5=NC(=CS5)C6=NC(=CS6)C(=O)NCCC[S+](C)C)O. Cell line: SK-MEL-28. Synergy scores: CSS=2.82, Synergy_ZIP=0.920, Synergy_Bliss=3.36, Synergy_Loewe=-0.672, Synergy_HSA=0.370. (4) Drug 1: CC12CCC3C(C1CCC2O)C(CC4=C3C=CC(=C4)O)CCCCCCCCCS(=O)CCCC(C(F)(F)F)(F)F. Drug 2: CC(C)NC(=O)C1=CC=C(C=C1)CNNC.Cl. Cell line: SK-MEL-5. Synergy scores: CSS=4.43, Synergy_ZIP=-0.177, Synergy_Bliss=2.85, Synergy_Loewe=1.99, Synergy_HSA=2.15. (5) Drug 1: CC1=C2C(C(=O)C3(C(CC4C(C3C(C(C2(C)C)(CC1OC(=O)C(C(C5=CC=CC=C5)NC(=O)OC(C)(C)C)O)O)OC(=O)C6=CC=CC=C6)(CO4)OC(=O)C)OC)C)OC. Drug 2: C1CNP(=O)(OC1)N(CCCl)CCCl. Cell line: HCC-2998. Synergy scores: CSS=22.4, Synergy_ZIP=-8.08, Synergy_Bliss=-16.1, Synergy_Loewe=-53.9, Synergy_HSA=-15.9. (6) Drug 2: CC1CCC2CC(C(=CC=CC=CC(CC(C(=O)C(C(C(=CC(C(=O)CC(OC(=O)C3CCCCN3C(=O)C(=O)C1(O2)O)C(C)CC4CCC(C(C4)OC)O)C)C)O)OC)C)C)C)OC. Cell line: KM12. Drug 1: COC1=CC(=CC(=C1O)OC)C2C3C(COC3=O)C(C4=CC5=C(C=C24)OCO5)OC6C(C(C7C(O6)COC(O7)C8=CC=CS8)O)O. Synergy scores: CSS=22.8, Synergy_ZIP=-3.23, Synergy_Bliss=-6.55, Synergy_Loewe=-1.04, Synergy_HSA=-0.532. (7) Drug 1: CN1C(=O)N2C=NC(=C2N=N1)C(=O)N. Drug 2: CC1=C(N=C(N=C1N)C(CC(=O)N)NCC(C(=O)N)N)C(=O)NC(C(C2=CN=CN2)OC3C(C(C(C(O3)CO)O)O)OC4C(C(C(C(O4)CO)O)OC(=O)N)O)C(=O)NC(C)C(C(C)C(=O)NC(C(C)O)C(=O)NCCC5=NC(=CS5)C6=NC(=CS6)C(=O)NCCC[S+](C)C)O. Cell line: ACHN. Synergy scores: CSS=42.5, Synergy_ZIP=-0.372, Synergy_Bliss=-1.74, Synergy_Loewe=-40.0, Synergy_HSA=-4.57. (8) Drug 1: C1CN1P(=S)(N2CC2)N3CC3. Drug 2: C1=NC(=NC(=O)N1C2C(C(C(O2)CO)O)O)N. Cell line: SK-OV-3. Synergy scores: CSS=3.57, Synergy_ZIP=-5.13, Synergy_Bliss=-4.86, Synergy_Loewe=-7.06, Synergy_HSA=-4.89. (9) Drug 1: CCC1(CC2CC(C3=C(CCN(C2)C1)C4=CC=CC=C4N3)(C5=C(C=C6C(=C5)C78CCN9C7C(C=CC9)(C(C(C8N6C=O)(C(=O)OC)O)OC(=O)C)CC)OC)C(=O)OC)O.OS(=O)(=O)O. Drug 2: CC(C)CN1C=NC2=C1C3=CC=CC=C3N=C2N. Cell line: 786-0. Synergy scores: CSS=-4.64, Synergy_ZIP=1.17, Synergy_Bliss=-0.200, Synergy_Loewe=-2.73, Synergy_HSA=-3.25.